Dataset: Forward reaction prediction with 1.9M reactions from USPTO patents (1976-2016). Task: Predict the product of the given reaction. (1) The product is: [CH3:31][C:32]([CH3:35])([CH3:34])[CH2:33][N:6]1[C:7](=[O:28])[C:8]([CH2:13][C:14]2[CH:19]=[CH:18][C:17]([C:20]3[CH:25]=[CH:24][CH:23]=[CH:22][C:21]=3[C:26]3[NH:44][C:36](=[O:39])[O:37][N:27]=3)=[CH:16][CH:15]=2)=[C:9]([CH2:10][CH2:11][CH3:12])[N:4]2[N:3]=[C:2]([CH3:1])[N:29]=[C:5]12. Given the reactants [CH3:1][C:2]1[N:29]=[C:5]2[NH:6][C:7](=[O:28])[C:8]([CH2:13][C:14]3[CH:19]=[CH:18][C:17]([C:20]4[C:21]([C:26]#[N:27])=[CH:22][CH:23]=[CH:24][CH:25]=4)=[CH:16][CH:15]=3)=[C:9]([CH2:10][CH2:11][CH3:12])[N:4]2[N:3]=1.I[CH2:31][C:32]([CH3:35])([CH3:34])[CH3:33].[C:36](=[O:39])([O-])[O-:37].[Cs+].[Cs+].[Cl-].O[NH3+:44].C(=O)([O-])O.[Na+], predict the reaction product. (2) Given the reactants [CH3:1][O:2][C@H:3]1[C@H:8]([NH:9][C:10](=[O:16])[O:11][C:12]([CH3:15])([CH3:14])[CH3:13])[CH:7]=[C:6]([C:17]2[CH:22]=[CH:21][N:20]=[CH:19][C:18]=2[N+:23]([O-])=O)[CH2:5][C@@H:4]1[CH3:26], predict the reaction product. The product is: [C:10](=[O:11])([O-:16])[NH2:9].[NH2:23][C:18]1[CH:19]=[N:20][CH:21]=[CH:22][C:17]=1[C@H:6]1[CH2:7][C@@H:8]([NH:9][C:10](=[O:16])[O:11][C:12]([CH3:13])([CH3:14])[CH3:15])[C@H:3]([O:2][CH3:1])[C@@H:4]([CH3:26])[CH2:5]1. (3) The product is: [Cl:14][C:15]1[N:16]=[C:17]([N:26]2[CH2:27][CH2:28][O:29][CH2:30][CH2:31]2)[C:18]2[S:23][C:22]([CH2:24][N:10]3[CH2:9][CH2:8][C:7]([OH:13])([C:2]4[CH:3]=[CH:4][CH:5]=[CH:6][N:1]=4)[CH2:12][CH2:11]3)=[CH:21][C:19]=2[N:20]=1. Given the reactants [N:1]1[CH:6]=[CH:5][CH:4]=[CH:3][C:2]=1[C:7]1([OH:13])[CH2:12][CH2:11][NH:10][CH2:9][CH2:8]1.[Cl:14][C:15]1[N:16]=[C:17]([N:26]2[CH2:31][CH2:30][O:29][CH2:28][CH2:27]2)[C:18]2[S:23][C:22]([CH:24]=O)=[CH:21][C:19]=2[N:20]=1, predict the reaction product. (4) Given the reactants [NH2:1][C:2]1[CH:10]=[CH:9][C:5]([C:6]([OH:8])=[O:7])=[CH:4][C:3]=1[OH:11].[C:12](OC)(OC)(OC)[CH3:13], predict the reaction product. The product is: [CH3:12][C:13]1[O:11][C:3]2[CH:4]=[C:5]([C:6]([OH:8])=[O:7])[CH:9]=[CH:10][C:2]=2[N:1]=1. (5) The product is: [F:17][C:12]1[CH:13]=[CH:14][CH:15]=[C:16]2[C:11]=1[C:10]([NH2:18])=[N:9][C:8]2([C:19]1[CH:24]=[C:23]([CH3:25])[C:22]([O:26][CH3:27])=[C:21]([CH3:28])[N:20]=1)[C:4]1[CH:5]=[CH:6][CH:7]=[C:2]([C:33]2[CH:34]=[N:29][CH:30]=[N:31][CH:32]=2)[CH:3]=1. Given the reactants Br[C:2]1[CH:3]=[C:4]([C:8]2([C:19]3[CH:24]=[C:23]([CH3:25])[C:22]([O:26][CH3:27])=[C:21]([CH3:28])[N:20]=3)[C:16]3[C:11](=[C:12]([F:17])[CH:13]=[CH:14][CH:15]=3)[C:10]([NH2:18])=[N:9]2)[CH:5]=[CH:6][CH:7]=1.[N:29]1[CH:34]=[C:33](B(O)O)[CH:32]=[N:31][CH:30]=1.C(=O)([O-])[O-].[Cs+].[Cs+].CCOC(C)=O, predict the reaction product. (6) Given the reactants [C:1]([C:4]1[CH:9]=[C:8]([O:10][C:11]2[CH:16]=[CH:15][C:14]([NH:17][C:18]3[C:23]([C:24]([O-])=[O:25])=[CH:22][N:21]=[C:20]([S:27][CH3:28])[N:19]=3)=[CH:13][C:12]=2[F:29])[CH:7]=[CH:6][N:5]=1)(=[O:3])[NH2:2].[Na+].S(Cl)([Cl:33])=O.[F:35][C:36]1[CH:42]=[C:41]([F:43])[CH:40]=[CH:39][C:37]=1[NH2:38].Cl, predict the reaction product. The product is: [ClH:33].[C:1]([C:4]1[CH:9]=[C:8]([O:10][C:11]2[CH:16]=[CH:15][C:14]([NH:17][C:18]3[C:23]([C:24]([NH:38][C:37]4[CH:39]=[CH:40][C:41]([F:43])=[CH:42][C:36]=4[F:35])=[O:25])=[CH:22][N:21]=[C:20]([S:27][CH3:28])[N:19]=3)=[CH:13][C:12]=2[F:29])[CH:7]=[CH:6][N:5]=1)(=[O:3])[NH2:2]. (7) Given the reactants [NH2:1][OH:2].[CH3:3][S:4]([C:7]1[S:11][C:10]([S:12](Cl)(=[O:14])=[O:13])=[CH:9][CH:8]=1)(=[O:6])=[O:5].CS(C1SC=C(S(Cl)(=O)=O)C=1)(=O)=O.S(Cl)(Cl)(=O)=O, predict the reaction product. The product is: [OH:2][NH:1][S:12]([C:10]1[S:11][C:7]([S:4]([CH3:3])(=[O:6])=[O:5])=[CH:8][CH:9]=1)(=[O:14])=[O:13].